The task is: Predict the reaction yield, written as a fraction of the theoretical maximum amount of product (1.0 means a 100% yield; for example, 0.34 means a 34% yield).. This data is from Reaction yield outcomes from USPTO patents with 853,638 reactions. (1) The reactants are C(OC([N:8]1[CH2:13][CH2:12][CH2:11][CH2:10][C@H:9]1[CH2:14][CH2:15][O:16][C:17]1[CH:22]=[CH:21][CH:20]=[C:19]([O:23][C:24]2[CH:29]=[CH:28][CH:27]=[CH:26][CH:25]=2)[CH:18]=1)=O)(C)(C)C.[ClH:30]. The catalyst is O1CCOCC1. The product is [ClH:30].[O:23]([C:19]1[CH:18]=[C:17]([CH:22]=[CH:21][CH:20]=1)[O:16][CH2:15][CH2:14][C@@H:9]1[CH2:10][CH2:11][CH2:12][CH2:13][NH:8]1)[C:24]1[CH:25]=[CH:26][CH:27]=[CH:28][CH:29]=1. The yield is 0.890. (2) The yield is 0.730. The catalyst is CN(C=O)C. The reactants are [F:1][C:2]([F:12])([F:11])[C:3]1[CH:8]=[CH:7][C:6]([C:9]#[N:10])=[CH:5][CH:4]=1.C(N)(=[S:15])C.Cl.O. The product is [F:1][C:2]([F:11])([F:12])[C:3]1[CH:4]=[CH:5][C:6]([C:9]([NH2:10])=[S:15])=[CH:7][CH:8]=1. (3) The reactants are [F:1][C:2]1[CH:9]=[CH:8][C:5]([C:6]#[N:7])=[C:4]([S:10]([CH3:13])(=[O:12])=[O:11])[CH:3]=1.Cl.[CH3:15][NH:16][OH:17].C(=O)([O-])[O-].[Na+].[Na+].[C:24]([C:31]([O:33][CH2:34][CH3:35])=[O:32])#[C:25][C:26]([O:28][CH2:29][CH3:30])=[O:27]. The catalyst is O.C(O)C. The product is [CH2:34]([O:33][C:31]([C:24]1([CH2:25][C:26]([O:28][CH2:29][CH3:30])=[O:27])[O:17][N:16]([CH3:15])[C:6]([C:5]2[CH:8]=[CH:9][C:2]([F:1])=[CH:3][C:4]=2[S:10]([CH3:13])(=[O:12])=[O:11])=[N:7]1)=[O:32])[CH3:35]. The yield is 0.640.